From a dataset of Reaction yield outcomes from USPTO patents with 853,638 reactions. Predict the reaction yield, written as a fraction of the theoretical maximum amount of product (1.0 means a 100% yield; for example, 0.34 means a 34% yield). (1) The reactants are Cl.[Br:2][C:3]1[CH:4]=[CH:5][C:6]2[N:7]([C:9]([CH:12]([CH3:14])[CH3:13])=[N:10][N:11]=2)[CH:8]=1.O.[OH-].[Na+]. The catalyst is ClCCl. The product is [Br:2][C:3]1[CH:4]=[CH:5][C:6]2[N:7]([C:9]([CH:12]([CH3:14])[CH3:13])=[N:10][N:11]=2)[CH:8]=1. The yield is 0.925. (2) The reactants are [Br:1][C:2]1[CH:3]=[C:4]([C@:8]23[CH2:16][NH:15][CH2:14][C@H:13]2[CH2:12][S:11][C:10]([NH:17][C:18](=[O:25])[C:19]2[CH:24]=[CH:23][CH:22]=[CH:21][CH:20]=2)=[N:9]3)[CH:5]=[CH:6][CH:7]=1.[C:26]([O:30][C:31](O[C:31]([O:30][C:26]([CH3:29])([CH3:28])[CH3:27])=[O:32])=[O:32])([CH3:29])([CH3:28])[CH3:27].C(N(CC)CC)C. The catalyst is ClCCl. The product is [C:18]([NH:17][C:10]1[S:11][CH2:12][C@@H:13]2[CH2:14][N:15]([C:31]([O:30][C:26]([CH3:29])([CH3:28])[CH3:27])=[O:32])[CH2:16][C@:8]2([C:4]2[CH:5]=[CH:6][CH:7]=[C:2]([Br:1])[CH:3]=2)[N:9]=1)(=[O:25])[C:19]1[CH:20]=[CH:21][CH:22]=[CH:23][CH:24]=1. The yield is 1.00.